Dataset: Full USPTO retrosynthesis dataset with 1.9M reactions from patents (1976-2016). Task: Predict the reactants needed to synthesize the given product. (1) Given the product [Br:1][C:2]1[CH:3]=[C:4]([N:9]([CH3:21])[S:10]([C:13]2[CH:18]=[CH:17][CH:16]=[CH:15][CH:14]=2)(=[O:11])=[O:12])[C:5]([Cl:8])=[N:6][CH:7]=1, predict the reactants needed to synthesize it. The reactants are: [Br:1][C:2]1[CH:3]=[C:4]([NH:9][S:10]([C:13]2[CH:18]=[CH:17][CH:16]=[CH:15][CH:14]=2)(=[O:12])=[O:11])[C:5]([Cl:8])=[N:6][CH:7]=1.[H-].[Na+].[CH3:21]I. (2) Given the product [OH:8][C@H:7]1[C@H:3]([CH3:2])[CH2:4][N:5]([C:9]([O:11][CH2:12][C:13]2[CH:18]=[CH:17][CH:16]=[CH:15][CH:14]=2)=[O:10])[CH2:6]1, predict the reactants needed to synthesize it. The reactants are: [Li][CH3:2].[CH:3]12[O:8][CH:7]1[CH2:6][N:5]([C:9]([O:11][CH2:12][C:13]1[CH:18]=[CH:17][CH:16]=[CH:15][CH:14]=1)=[O:10])[CH2:4]2. (3) Given the product [C:21]([C:2]1[CH:7]=[CH:6][N:5]2[C:8]([C:11]([O:13][CH2:14][CH3:15])=[O:12])=[CH:9][N:10]=[C:4]2[CH:3]=1)(=[O:23])[CH3:22], predict the reactants needed to synthesize it. The reactants are: Br[C:2]1[CH:7]=[CH:6][N:5]2[C:8]([C:11]([O:13][CH2:14][CH3:15])=[O:12])=[CH:9][N:10]=[C:4]2[CH:3]=1.C([Sn](CCCC)(CCCC)[C:21]([O:23]CC)=[CH2:22])CCC.C([O-])([O-])=O.[K+].[K+]. (4) The reactants are: [NH:1]1[CH2:7][CH2:6][CH2:5][CH2:4][C:3]2[CH:8]=[CH:9][CH:10]=[CH:11][C:2]1=2.C(N(CC)CC)C.[F:19][C:20]1[CH:25]=[CH:24][C:23]([S:26](Cl)(=[O:28])=[O:27])=[CH:22][C:21]=1[N+:30]([O-])=O.O. Given the product [F:19][C:20]1[CH:25]=[CH:24][C:23]([S:26]([N:1]2[C:2]3[CH:11]=[CH:10][CH:9]=[CH:8][C:3]=3[CH2:4][CH2:5][CH2:6][CH2:7]2)(=[O:28])=[O:27])=[CH:22][C:21]=1[NH2:30], predict the reactants needed to synthesize it. (5) Given the product [F:1][C@H:2]1[C@@H:7]([O:8][C:9]2[CH:16]=[CH:15][C:14]([C:17]3[N:22]=[C:21]([NH:23][C:24]4[CH:25]=[CH:26][C:27]([CH:30]5[CH2:31][CH2:32][N:33]([CH:36]6[CH2:37][O:38][CH2:39]6)[CH2:34][CH2:35]5)=[CH:28][CH:29]=4)[N:20]=[CH:19][N:18]=3)=[CH:13][C:10]=2[C:11]#[N:12])[CH2:6][CH2:5][N:4]([C:74](=[O:75])[CH2:73][OH:76])[CH2:3]1, predict the reactants needed to synthesize it. The reactants are: [F:1][C@H:2]1[C@@H:7]([O:8][C:9]2[CH:16]=[CH:15][C:14]([C:17]3[N:22]=[C:21]([NH:23][C:24]4[CH:29]=[CH:28][C:27]([CH:30]5[CH2:35][CH2:34][N:33]([CH:36]6[CH2:39][O:38][CH2:37]6)[CH2:32][CH2:31]5)=[CH:26][CH:25]=4)[N:20]=[CH:19][N:18]=3)=[CH:13][C:10]=2[C:11]#[N:12])[CH2:6][CH2:5][NH:4][CH2:3]1.C(N(CC)C(C)C)(C)C.CN(C(ON1N=NC2C=CC=NC1=2)=[N+](C)C)C.F[P-](F)(F)(F)(F)F.[C:73](O)(=[O:76])[CH2:74][OH:75].